This data is from Peptide-MHC class I binding affinity with 185,985 pairs from IEDB/IMGT. The task is: Regression. Given a peptide amino acid sequence and an MHC pseudo amino acid sequence, predict their binding affinity value. This is MHC class I binding data. (1) The binding affinity (normalized) is 0.371. The peptide sequence is LLKNMKQCT. The MHC is HLA-A02:03 with pseudo-sequence HLA-A02:03. (2) The peptide sequence is SRPHRFPDLV. The MHC is Mamu-A01 with pseudo-sequence Mamu-A01. The binding affinity (normalized) is 0. (3) The peptide sequence is FLRKRRRFF. The MHC is HLA-A80:01 with pseudo-sequence HLA-A80:01. The binding affinity (normalized) is 0.0847.